The task is: Predict the reactants needed to synthesize the given product.. This data is from Full USPTO retrosynthesis dataset with 1.9M reactions from patents (1976-2016). (1) Given the product [NH2:24][C:21]1[CH:22]=[CH:23][C:18]([C:11]2[C:12]([NH2:17])=[N:13][C:14]([NH2:16])=[N:15][C:10]=2[CH2:9][O:8][CH2:1][C:2]2[CH:7]=[CH:6][CH:5]=[CH:4][CH:3]=2)=[CH:19][CH:20]=1, predict the reactants needed to synthesize it. The reactants are: [CH2:1]([O:8][CH2:9][C:10]1[N:15]=[C:14]([NH2:16])[N:13]=[C:12]([NH2:17])[C:11]=1[C:18]1[CH:23]=[CH:22][C:21]([N+:24]([O-])=O)=[CH:20][CH:19]=1)[C:2]1[CH:7]=[CH:6][CH:5]=[CH:4][CH:3]=1. (2) Given the product [ClH:19].[CH3:1][O:2][C:3]1[CH:4]=[C:5]([NH:9][C:10]([NH:21][C:22]2[CH:27]=[CH:26][C:25]([C:28]3[CH:29]=[CH:30][C:31]([NH:34][C:35]([C@@H:37]4[CH:42]5[CH2:41][CH2:40][N:39]([CH2:44][CH2:43]5)[CH2:38]4)=[O:36])=[CH:32][CH:33]=3)=[CH:24][CH:23]=2)=[O:11])[CH:6]=[CH:7][CH:8]=1, predict the reactants needed to synthesize it. The reactants are: [CH3:1][O:2][C:3]1[CH:4]=[C:5]([N:9]=[C:10]=[O:11])[CH:6]=[CH:7][CH:8]=1.C(N(CC)CC)C.[ClH:19].Cl.[NH2:21][C:22]1[CH:27]=[CH:26][C:25]([C:28]2[CH:33]=[CH:32][C:31]([NH:34][C:35]([C@@H:37]3[CH:42]4[CH2:43][CH2:44][N:39]([CH2:40][CH2:41]4)[CH2:38]3)=[O:36])=[CH:30][CH:29]=2)=[CH:24][CH:23]=1.O. (3) Given the product [CH:44]1([NH:47][C:36]([NH:1][C:2]2[CH:30]=[CH:29][C:5]([O:6][C:7]3[CH:12]=[CH:11][N:10]=[C:9]4[CH:13]=[C:14]([C:16]5[N:17]([CH3:28])[C:18]([CH2:21][N:22]6[CH2:26][CH2:25][CH2:24][C:23]6=[O:27])=[CH:19][N:20]=5)[S:15][C:8]=34)=[C:4]([F:31])[CH:3]=2)=[O:42])[CH2:46][CH2:45]1, predict the reactants needed to synthesize it. The reactants are: [NH2:1][C:2]1[CH:30]=[CH:29][C:5]([O:6][C:7]2[CH:12]=[CH:11][N:10]=[C:9]3[CH:13]=[C:14]([C:16]4[N:17]([CH3:28])[C:18]([CH2:21][N:22]5[CH2:26][CH2:25][CH2:24][C:23]5=[O:27])=[CH:19][N:20]=4)[S:15][C:8]=23)=[C:4]([F:31])[CH:3]=1.ClC(Cl)(O[C:36](=[O:42])OC(Cl)(Cl)Cl)Cl.[CH:44]1([NH2:47])[CH2:46][CH2:45]1. (4) Given the product [ClH:1].[Cl:1][C:2]1[C:3]([F:25])=[C:4]([CH:22]=[CH:23][CH:24]=1)[CH2:5][NH:6][C:7]([C@@H:9]1[CH2:13][C@@H:12]([F:14])[CH2:11][NH:10]1)=[O:8], predict the reactants needed to synthesize it. The reactants are: [Cl:1][C:2]1[C:3]([F:25])=[C:4]([CH:22]=[CH:23][CH:24]=1)[CH2:5][NH:6][C:7]([C@@H:9]1[CH2:13][C@@H:12]([F:14])[CH2:11][N:10]1C(OC(C)(C)C)=O)=[O:8]. (5) Given the product [I:1][C:2]1[CH:3]=[C:4]([CH:7]=[CH:8][CH:9]=1)[CH2:5][N:23]1[CH2:22][CH2:21][C:20]2([N:16]([C:10]3[CH:15]=[CH:14][CH:13]=[CH:12][CH:11]=3)[CH2:17][NH:18][C:19]2=[O:26])[CH2:25][CH2:24]1, predict the reactants needed to synthesize it. The reactants are: [I:1][C:2]1[CH:3]=[C:4]([CH:7]=[CH:8][CH:9]=1)[CH2:5]Br.[C:10]1([N:16]2[C:20]3([CH2:25][CH2:24][NH:23][CH2:22][CH2:21]3)[C:19](=[O:26])[NH:18][CH2:17]2)[CH:15]=[CH:14][CH:13]=[CH:12][CH:11]=1.C(N(C(C)C)CC)(C)C. (6) The reactants are: Br[C:2]1[CH:7]=[CH:6][C:5]([C:8]([N:10]2[CH2:15][CH2:14][N:13]([C:16]3[C:21]([CH3:22])=[CH:20][C:19]([CH2:23][CH3:24])=[CH:18][N:17]=3)[CH2:12][CH2:11]2)=[O:9])=[C:4]([F:25])[CH:3]=1.[NH:26]1[CH2:30][CH2:29][CH2:28][C:27]1=[O:31]. Given the product [CH2:23]([C:19]1[CH:20]=[C:21]([CH3:22])[C:16]([N:13]2[CH2:14][CH2:15][N:10]([C:8]([C:5]3[CH:6]=[CH:7][C:2]([N:26]4[CH2:30][CH2:29][CH2:28][C:27]4=[O:31])=[CH:3][C:4]=3[F:25])=[O:9])[CH2:11][CH2:12]2)=[N:17][CH:18]=1)[CH3:24], predict the reactants needed to synthesize it. (7) Given the product [OH:18][C:12]1[CH:13]=[C:14]([OH:17])[CH:15]=[CH:16][C:11]=1[CH:8]1[CH2:7][CH2:6][C:5](=[O:4])[CH2:10][CH2:9]1, predict the reactants needed to synthesize it. The reactants are: O1[C:5]2([CH2:10][CH2:9][CH:8]([C:11]3[CH:16]=[CH:15][C:14]([OH:17])=[CH:13][C:12]=3[OH:18])[CH2:7][CH2:6]2)[O:4]CC1.O.[NH+]1C=CC=CC=1. (8) Given the product [CH2:6]([O:5][CH2:4][CH2:3][CH2:2][CH3:1])[CH2:7][CH2:8][CH3:14], predict the reactants needed to synthesize it. The reactants are: [CH3:1][CH2:2][CH2:3][CH2:4][O:5][CH2:6][CH:7](OCC(O)C)[CH3:8].[CH2:14]1OC1C. (9) Given the product [OH:2][C:3]1[CH:4]=[C:5]([NH:46][S:47]([CH2:50][CH:51]2[CH2:52][CH2:53][O:54][CH2:55][CH2:56]2)(=[O:49])=[O:48])[CH:6]=[CH:7][C:8]=1[C:9]1[C:17]2[C:16]([NH:18][C@H:19]([C:21]3[N:26]([C:27]4[CH:28]=[CH:29][CH:30]=[CH:31][CH:32]=4)[C:25](=[O:33])[C:24]4=[C:34]([CH3:37])[CH:35]=[CH:36][N:23]4[N:22]=3)[CH3:20])=[N:15][CH:14]=[N:13][C:12]=2[NH:11][CH:10]=1, predict the reactants needed to synthesize it. The reactants are: C[O:2][C:3]1[CH:4]=[C:5]([NH:46][S:47]([CH2:50][CH:51]2[CH2:56][CH2:55][O:54][CH2:53][CH2:52]2)(=[O:49])=[O:48])[CH:6]=[CH:7][C:8]=1[C:9]1[C:17]2[C:16]([NH:18][C@H:19]([C:21]3[N:26]([C:27]4[CH:32]=[CH:31][CH:30]=[CH:29][CH:28]=4)[C:25](=[O:33])[C:24]4=[C:34]([CH3:37])[CH:35]=[CH:36][N:23]4[N:22]=3)[CH3:20])=[N:15][CH:14]=[N:13][C:12]=2[N:11](COCC[Si](C)(C)C)[CH:10]=1.B(Br)(Br)Br.N.